The task is: Regression. Given two drug SMILES strings and cell line genomic features, predict the synergy score measuring deviation from expected non-interaction effect.. This data is from NCI-60 drug combinations with 297,098 pairs across 59 cell lines. Drug 1: C1=NNC2=C1C(=O)NC=N2. Drug 2: C1CC(=O)NC(=O)C1N2C(=O)C3=CC=CC=C3C2=O. Cell line: DU-145. Synergy scores: CSS=2.36, Synergy_ZIP=-0.147, Synergy_Bliss=-0.193, Synergy_Loewe=2.60, Synergy_HSA=-1.32.